This data is from Experimentally validated miRNA-target interactions with 360,000+ pairs, plus equal number of negative samples. The task is: Binary Classification. Given a miRNA mature sequence and a target amino acid sequence, predict their likelihood of interaction. (1) The miRNA is hsa-let-7d-5p with sequence AGAGGUAGUAGGUUGCAUAGUU. The protein sequence of the target gene is MMFPQSRHSGSSHLPQQLKFTTSDSCDRIKDEFQLLQAQYHSLKLECDKLASEKSEMQRHYVMYYEMSYGLNIEMHKQAEIVKRLNGICAQVLPYLSQEHQQQVLGAIERAKQVTAPELNSIIRQQLQAHQLSQLQALALPLTPLPVGLQPPSLPAVSAGTGLLSLSALGSQTHLSKEDKNGHDGDTHQEDDGEKSD. Result: 0 (no interaction). (2) The miRNA is hsa-miR-6780a-5p with sequence UUGGGAGGGAAGACAGCUGGAGA. Result: 1 (interaction). The protein sequence of the target gene is MAQHDFAPAWLNFPTPPSSTKSSLNFEKHSENFAWTENRYDVNRRRHNSSDGFDSAIGRPNGGNFGRKEKNGWRTHGRNGTENINHRGGYHGGSSRSRSSIFHAGKSQGLHENNIPDNETGRKEDKRERKQFEAEDFPSLNPEYEREPNHNKSLAAGVWEYPPNPKSRAPRMLVIKKGNTKDLQLSGFPVVGNLPSQPVKNGTGPSVYKGLVPKPAAPPTKPTQWKSQTKENKVGTSFPHESTFGVGNFNAFKSTAKNFSPSTNSVKECNRSNSSSPVDKLNQQPRLTKLTRMRTDKKSE.... (3) Result: 0 (no interaction). The miRNA is hsa-miR-34c-5p with sequence AGGCAGUGUAGUUAGCUGAUUGC. The protein sequence of the target gene is MALSAEDRALVRALWKKLGSNVGVYTTEALERTFLAFPATKTYFSHLDLSPGSSQVRAHGQKVADALSLAVERLDDLPHALSALSHLHACQLRVDPASFQLLGHCLLVTLARHYPGDFSPALQASLDKFLSHVISALVSEYR. (4) The protein sequence of the target gene is MLPPWTLGLLLLATVRGKEVCYGQLGCFSDEKPWAGTLQRPVKLLPWSPEDIDTRFLLYTNENPNNFQLITGTEPDTIEASNFQLDRKTRFIIHGFLDKAEDSWPSDMCKKMFEVEKVNCICVDWRHGSRAMYTQAVQNIRVVGAETAFLIQALSTQLGYSLEDVHVIGHSLGAHTAAEAGRRLGGRVGRITGLDPAGPCFQDEPEEVRLDPSDAVFVDVIHTDSSPIVPSLGFGMSQKVGHLDFFPNGGKEMPGCKKNVLSTITDIDGIWEGIGGFVSCNHLRSFEYYSSSVLNPDGFL.... Result: 0 (no interaction). The miRNA is mmu-miR-505-5p with sequence GGGAGCCAGGAAGUAUUGAUGUU. (5) The miRNA is hsa-miR-6823-5p with sequence UCAGGGUUGGUAGGGGUUGCU. The protein sequence of the target gene is MIPNGYLMFEDENFIESSVAKLNALRKSGQFCDVRLQVCGHEMLAHRAVLACCSPYLFEIFNSDSDPHGISHVKFDDLNPEAVEVLLNYAYTAQLKADKELVKDVYSAAKKLKMDRVKQVCGDYLLSRMDVTSCISYRNFASCMGDSRLLNKVDAYIQEHLLQISEEEEFLKLPRLKLEVMLEDNVCLPSNGKLYTKVINWVQRSIWENGDSLEELMEEVQTLYYSADHKLLDGNLLDGQAEVFGSDDDHIQFVQKKPPRENGHKQISSSSTGCLSSPNATVQSPKHEWKIVASEKTSNN.... Result: 0 (no interaction). (6) The miRNA is hsa-miR-618 with sequence AAACUCUACUUGUCCUUCUGAGU. The protein sequence of the target gene is MMSSSYWSETSSSSCGTQQPTEVLQCQPQHYHYYHQPSQAQQPPEKNVVYERVRTYSGPMNKVVQALDPLGSREVLSPLKPASSYQSLVWSDHSQELYSPTLKISTCAPSTLHITQNAEQELHSPTVKVTTYPQTTIRRYIVQNPEQEPLSPFLRGSQFFPGNNVIYEKTIRKVEKLNTDQECCPQIQCHHHVIQQPQIIHSPHCQQSHSSHQIQCITENDSNIGHELCHGGPSQIHEQVIIQDDGPEKLDPKYFGELLADLSRKNTDLYHCLLEHLERIGGSKQDFESTDTSEDIESLI.... Result: 0 (no interaction). (7) The miRNA is mmu-miR-6927-3p with sequence CCUGAGCUGGCUCCCCUGCAG. The protein sequence of the target gene is MDEVYLYSDATTSKIARTVTQKLGFSKASSSGTRLHRGYVEEATLEDKPSQTSHIVFVVHGIGQKMDQGRIIKNTAMMREAARKMEEKHFSNHATHVEFLPVEWRSKLTLDGDTVDSITPDKVRGLRDMLNSSAMDIMYYTSPLYRDELVKGLQQELNRLYSLFCSRNPDFEEKGGKVSIVSHSLGCVITYDIMMGWNPGGLYEQLLQKEEELPDERWMSYEERHLLDELYITKRRLREIEDRLHGLKAPSISQTPALKFKVENFFCMGSPLAVFLALRGIRPGNSGSQDHILPREICNR.... Result: 0 (no interaction). (8) The miRNA is mmu-miR-1961 with sequence UGAGGUAGUAGUUAGAA. The protein sequence of the target gene is MATPNNLTPTNCSWWPISALESDAAKPAEAPDAPEAASPAHWPRESLVLYHWTQSFSSQKVRLVIAEKGLVCEERDVSLPQSEHKEPWFMRLNLGEEVPVIIHRDNIISDYDQIIDYVERTFTGEHVVALMPEVGSLQHARVLQYRELLDALPMDAYTHGCILHPELTTDSMIPKYATAEIRRHLANATTDLMKLDHEEEPQLSEPYLSKQKKLMAKILEHDDVSYLKKILGELAMVLDQIEAELEKRKLENEGQKCELWLCGCAFTLADVLLGATLHRLKFLGLSKKYWEDGSRPNLQS.... Result: 0 (no interaction).